Predict the reactants needed to synthesize the given product. From a dataset of Full USPTO retrosynthesis dataset with 1.9M reactions from patents (1976-2016). (1) Given the product [Cl:16][C:17]1[CH:28]=[CH:27][C:20]([C:21](=[O:22])[C:7]#[C:6][C:4]([CH3:8])([O:3][Si:2]([CH3:10])([CH3:9])[CH3:1])[CH3:5])=[CH:19][CH:18]=1, predict the reactants needed to synthesize it. The reactants are: [CH3:1][Si:2]([CH3:10])([CH3:9])[O:3][C:4]([CH3:8])([C:6]#[CH:7])[CH3:5].[Li]CCCC.[Cl:16][C:17]1[CH:28]=[CH:27][C:20]([C:21](N(OC)C)=[O:22])=[CH:19][CH:18]=1. (2) Given the product [OH:1][C@H:2]([CH2:9][C@H:10]([OH:39])/[CH:11]=[CH:12]/[C:13]1[C:14]([CH:36]([CH3:37])[CH3:38])=[N:15][N:16]([C:28]2[CH:33]=[CH:32][N:31]=[C:30]([O:34][CH3:35])[N:29]=2)[C:17]=1[C:18]1[CH:23]=[CH:22][CH:21]=[C:20]([C:24]([F:25])([F:27])[F:26])[CH:19]=1)[CH2:3][C:4]([OH:6])=[O:5], predict the reactants needed to synthesize it. The reactants are: [OH:1][C@H:2]([CH2:9][C@H:10]([OH:39])/[CH:11]=[CH:12]/[C:13]1[C:14]([CH:36]([CH3:38])[CH3:37])=[N:15][N:16]([C:28]2[CH:33]=[CH:32][N:31]=[C:30]([O:34][CH3:35])[N:29]=2)[C:17]=1[C:18]1[CH:23]=[CH:22][CH:21]=[C:20]([C:24]([F:27])([F:26])[F:25])[CH:19]=1)[CH2:3][C:4]([O:6]CC)=[O:5].[OH-].[Na+]. (3) Given the product [CH3:1][O:2][C:3](=[O:11])[C:4]1[CH:9]=[CH:8][C:7]([C:17]2[CH:18]=[CH:19][C:14]([C:13]([F:24])([F:23])[F:12])=[CH:15][CH:16]=2)=[N:6][CH:5]=1, predict the reactants needed to synthesize it. The reactants are: [CH3:1][O:2][C:3](=[O:11])[C:4]1[CH:9]=[CH:8][C:7](Cl)=[N:6][CH:5]=1.[F:12][C:13]([F:24])([F:23])[C:14]1[CH:19]=[CH:18][C:17](B(O)O)=[CH:16][CH:15]=1.[F-].[Cs+]. (4) The reactants are: [C:1]([O:5][C:6](=[O:9])[CH:7]=[CH2:8])([CH3:4])([CH3:3])[CH3:2].[C:10]([OH:15])(=[O:14])[C:11]([CH3:13])=[CH2:12].[C:16]([O:21][CH3:22])(=[O:20])[C:17]([CH3:19])=[CH2:18].N(C(C)(C)C#N)=NC(C)(C)C#N. Given the product [C:1]([O:5][C:6](=[O:9])[CH:7]=[CH2:8])([CH3:4])([CH3:3])[CH3:2].[C:10]([OH:15])(=[O:14])[C:11]([CH3:13])=[CH2:12].[C:16]([O:21][CH3:22])(=[O:20])[C:17]([CH3:19])=[CH2:18], predict the reactants needed to synthesize it.